This data is from Catalyst prediction with 721,799 reactions and 888 catalyst types from USPTO. The task is: Predict which catalyst facilitates the given reaction. (1) The catalyst class is: 72. Reactant: [CH3:1][NH:2][C@@H:3]([C:15]([NH:17][C@H:18]([C:23]([N:25]([C@@H:27]([CH:36]([CH3:38])[CH3:37])/[CH:28]=[C:29](\[CH3:35])/[C:30]([O:32]CC)=[O:31])[CH3:26])=[O:24])[C:19]([CH3:22])([CH3:21])[CH3:20])=[O:16])[C:4]([CH3:14])([CH3:13])[C:5]1[CH:10]=[C:9]([CH3:11])[CH:8]=[C:7]([CH3:12])[CH:6]=1.[OH-].[Li+]. Product: [CH3:1][NH:2][C@@H:3]([C:15]([NH:17][C@H:18]([C:23]([N:25]([C@@H:27]([CH:36]([CH3:38])[CH3:37])/[CH:28]=[C:29](/[C:30]([OH:32])=[O:31])\[CH3:35])[CH3:26])=[O:24])[C:19]([CH3:21])([CH3:22])[CH3:20])=[O:16])[C:4]([CH3:14])([CH3:13])[C:5]1[CH:6]=[C:7]([CH3:12])[CH:8]=[C:9]([CH3:11])[CH:10]=1. (2) Reactant: [C:1]([O:5][C:6](=[O:15])[NH:7][C:8]1[CH:13]=[CH:12][CH:11]=[C:10]([Cl:14])[N:9]=1)([CH3:4])([CH3:3])[CH3:2].C([Li])CCC.[F:21][C:22]([F:32])([F:31])[C:23](N1CCOCC1)=[O:24].[Cl-].[NH4+]. Product: [C:1]([O:5][C:6](=[O:15])[NH:7][C:8]1[C:13]([C:23](=[O:24])[C:22]([F:32])([F:31])[F:21])=[CH:12][CH:11]=[C:10]([Cl:14])[N:9]=1)([CH3:4])([CH3:2])[CH3:3]. The catalyst class is: 56. (3) The catalyst class is: 42. Reactant: Cl.[C:2]([O:6][C:7](=[O:10])[CH2:8][NH2:9])([CH3:5])([CH3:4])[CH3:3].C(N(C(C)C)CC)(C)C.[Cl:20][C:21]1[S:25][C:24]([NH:26][C:27]([C:29]2[CH:33]=[C:32]([CH:34]3[CH2:38][CH2:37][CH2:36][N:35]3[C:39](=[O:42])[CH2:40]Cl)[S:31][C:30]=2[CH3:43])=[O:28])=[N:23][CH:22]=1.O. Product: [C:2]([O:6][C:7](=[O:10])[CH2:8][NH:9][CH2:40][C:39]([N:35]1[CH2:36][CH2:37][CH2:38][CH:34]1[C:32]1[S:31][C:30]([CH3:43])=[C:29]([C:27](=[O:28])[NH:26][C:24]2[S:25][C:21]([Cl:20])=[CH:22][N:23]=2)[CH:33]=1)=[O:42])([CH3:5])([CH3:4])[CH3:3]. (4) Reactant: [N+:1]([C:4]1[CH:9]=[CH:8][C:7]([CH2:10][CH2:11][CH2:12][C:13]([NH2:15])=O)=[CH:6][CH:5]=1)([O-:3])=[O:2].C(OC(C(F)(F)F)=O)(C(F)(F)F)=O. Product: [N+:1]([C:4]1[CH:5]=[CH:6][C:7]([CH2:10][CH2:11][CH2:12][C:13]#[N:15])=[CH:8][CH:9]=1)([O-:3])=[O:2]. The catalyst class is: 2.